Dataset: Catalyst prediction with 721,799 reactions and 888 catalyst types from USPTO. Task: Predict which catalyst facilitates the given reaction. (1) Reactant: [CH2:1]([NH:4][C:5](=[O:11])[O:6][C:7]([CH3:10])([CH3:9])[CH3:8])[C:2]#[CH:3].[H-].[Na+].Br[CH2:15][CH2:16][O:17][Si:18]([C:21]([CH3:24])([CH3:23])[CH3:22])([CH3:20])[CH3:19]. Product: [Si:18]([O:17][CH2:16][CH2:15][N:4]([CH2:1][C:2]#[CH:3])[C:5](=[O:11])[O:6][C:7]([CH3:8])([CH3:10])[CH3:9])([C:21]([CH3:24])([CH3:23])[CH3:22])([CH3:20])[CH3:19]. The catalyst class is: 60. (2) Reactant: [NH:1]1[CH2:6][CH2:5][CH2:4][CH2:3][CH2:2]1.[C:7]([C:11]1[CH:12]=[C:13]([C:21]2[N:25]([C:26]3[CH:34]=[CH:33][C:29]([C:30](O)=[O:31])=[CH:28][CH:27]=3)[N:24]=[C:23]([C:35]3[CH:40]=[CH:39][C:38]([C:41]([O:43][CH3:44])=[O:42])=[CH:37][CH:36]=3)[CH:22]=2)[CH:14]=[C:15]([C:17]([CH3:20])([CH3:19])[CH3:18])[CH:16]=1)([CH3:10])([CH3:9])[CH3:8].C(N(C(C)C)CC)(C)C.F[P-](F)(F)(F)(F)F.N1(O[P+](N(C)C)(N(C)C)N(C)C)C2C=CC=CC=2N=N1. Product: [C:7]([C:11]1[CH:12]=[C:13]([C:21]2[N:25]([C:26]3[CH:34]=[CH:33][C:29]([C:30]([N:1]4[CH2:6][CH2:5][CH2:4][CH2:3][CH2:2]4)=[O:31])=[CH:28][CH:27]=3)[N:24]=[C:23]([C:35]3[CH:40]=[CH:39][C:38]([C:41]([O:43][CH3:44])=[O:42])=[CH:37][CH:36]=3)[CH:22]=2)[CH:14]=[C:15]([C:17]([CH3:20])([CH3:19])[CH3:18])[CH:16]=1)([CH3:8])([CH3:9])[CH3:10]. The catalyst class is: 3. (3) Reactant: [C:1]([O:5][C:6](=[O:22])[N:7]([CH2:10][C:11]1[C:12](Cl)=[N:13][C:14]2[C:19]([CH:20]=1)=[CH:18][CH:17]=[CH:16][CH:15]=2)[CH2:8][CH3:9])([CH3:4])([CH3:3])[CH3:2].[CH2:23]([O:25][C:26](=[O:45])[CH2:27][C:28]1[CH:33]=[CH:32][C:31]([O:34][CH3:35])=[C:30](B2OC(C)(C)C(C)(C)O2)[CH:29]=1)[CH3:24].C(=O)([O-])[O-].[K+].[K+].COCCOC. Product: [CH2:23]([O:25][C:26](=[O:45])[CH2:27][C:28]1[CH:33]=[CH:32][C:31]([O:34][CH3:35])=[C:30]([C:12]2[C:11]([CH2:10][N:7]([C:6]([O:5][C:1]([CH3:4])([CH3:3])[CH3:2])=[O:22])[CH2:8][CH3:9])=[CH:20][C:19]3[C:14](=[CH:15][CH:16]=[CH:17][CH:18]=3)[N:13]=2)[CH:29]=1)[CH3:24]. The catalyst class is: 103. (4) Reactant: CON(C)[C:4]([C:6]1[C:7]2[CH:14]=[CH:13][C:12]([O:15][CH3:16])=[CH:11][C:8]=2[S:9][CH:10]=1)=[O:5].[CH3:18][Li].[NH4+].[Cl-]. Product: [C:4]([C:6]1[C:7]2[CH:14]=[CH:13][C:12]([O:15][CH3:16])=[CH:11][C:8]=2[S:9][CH:10]=1)(=[O:5])[CH3:18]. The catalyst class is: 1.